Dataset: Catalyst prediction with 721,799 reactions and 888 catalyst types from USPTO. Task: Predict which catalyst facilitates the given reaction. (1) Reactant: C([N:3]([CH2:6]C)CC)C.C1(P(N=[N+]=[N-])(C2C=CC=CC=2)=[O:15])C=CC=CC=1.[CH2:25]([C:29]1[CH:37]=[CH:36][C:32](C(O)=O)=[C:31]([OH:38])[N:30]=1)[CH2:26][CH:27]=[CH2:28].[CH2:39]([OH:46])[C:40]1[CH:45]=[CH:44][CH:43]=[CH:42][CH:41]=1. The catalyst class is: 12. Product: [CH2:39]([O:46][C:6](=[O:15])[NH:3][C:32]1[C:31]([OH:38])=[N:30][C:29]([CH2:25][CH2:26][CH:27]=[CH2:28])=[CH:37][CH:36]=1)[C:40]1[CH:45]=[CH:44][CH:43]=[CH:42][CH:41]=1. (2) Reactant: [C:1]1([CH2:7]/[CH:8]=[CH:9]/[CH2:10][CH2:11][OH:12])[CH:6]=[CH:5][CH:4]=[CH:3][CH:2]=1.N1C=CN=C1.[CH3:18][C:19]([Si:22](Cl)([CH3:24])[CH3:23])([CH3:21])[CH3:20]. Product: [C:19]([Si:22]([CH3:24])([CH3:23])[O:12][CH2:11][CH2:10]/[CH:9]=[CH:8]/[CH2:7][C:1]1[CH:6]=[CH:5][CH:4]=[CH:3][CH:2]=1)([CH3:21])([CH3:20])[CH3:18]. The catalyst class is: 91. (3) Reactant: [Si:1]([O:8][C@H:9]([C@H:17]([CH3:41])/[CH:18]=[CH:19]/[CH2:20][O:21][C:22]([C:35]1[CH:40]=[CH:39][CH:38]=[CH:37][CH:36]=1)([C:29]1[CH:34]=[CH:33][CH:32]=[CH:31][CH:30]=1)[C:23]1[CH:28]=[CH:27][CH:26]=[CH:25][CH:24]=1)[CH2:10][C:11](N(OC)C)=[O:12])([C:4]([CH3:7])([CH3:6])[CH3:5])([CH3:3])[CH3:2].[Si:42]([O:49][C@H:50]([C@@H:55]([CH3:67])[CH2:56][CH2:57][CH2:58][O:59][Si:60]([C:63]([CH3:66])([CH3:65])[CH3:64])([CH3:62])[CH3:61])[C@@H:51]([CH3:54])[C:52]#[CH:53])([C:45]([CH3:48])([CH3:47])[CH3:46])([CH3:44])[CH3:43].[Li]CCCC.CCOC(C)=O.CCCCCC. Product: [Si:1]([O:8][C@@H:9]([CH2:10][C:11](=[O:12])[C:53]#[C:52][C@H:51]([CH3:54])[C@H:50]([O:49][Si:42]([C:45]([CH3:48])([CH3:47])[CH3:46])([CH3:44])[CH3:43])[C@@H:55]([CH3:67])[CH2:56][CH2:57][CH2:58][O:59][Si:60]([C:63]([CH3:65])([CH3:64])[CH3:66])([CH3:62])[CH3:61])[C@H:17]([CH3:41])/[CH:18]=[CH:19]/[CH2:20][O:21][C:22]([C:35]1[CH:40]=[CH:39][CH:38]=[CH:37][CH:36]=1)([C:29]1[CH:34]=[CH:33][CH:32]=[CH:31][CH:30]=1)[C:23]1[CH:24]=[CH:25][CH:26]=[CH:27][CH:28]=1)([C:4]([CH3:7])([CH3:5])[CH3:6])([CH3:3])[CH3:2]. The catalyst class is: 22. (4) Reactant: [Br:1][C:2]1[CH:7]=[C:6]([CH3:8])[CH:5]=[C:4]([CH3:9])[CH:3]=1.[O-:10][Mn](=O)(=O)=O.[K+].[OH2:16]. Product: [Br:1][C:2]1[CH:7]=[C:6]([CH:5]=[C:4]([CH3:9])[CH:3]=1)[C:8]([OH:10])=[O:16]. The catalyst class is: 17. (5) Reactant: [CH:1]1[CH:6]=[N:5][CH:4]=[C:3]([N:7]=[C:8]=[O:9])[CH:2]=1.[C:10]([C:14]1[CH:21]=[CH:20][C:17]([CH2:18][NH2:19])=[CH:16][CH:15]=1)([CH3:13])([CH3:12])[CH3:11].[C:22](OCC)(=[O:29])[CH2:23][C:24](OCC)=[O:25].[O-]CC.[Na+]. The catalyst class is: 429. Product: [CH3:12][C:10]([C:14]1[CH:15]=[CH:16][C:17]([CH2:18][N:19]2[C:24](=[O:25])[CH2:23][C:22](=[O:29])[N:7]([C:3]3[CH:4]=[N:5][CH:6]=[CH:1][CH:2]=3)[C:8]2=[O:9])=[CH:20][CH:21]=1)([CH3:13])[CH3:11]. (6) Reactant: B1[CH:6]2[CH2:7][CH2:8][CH2:9][CH:2]1[CH2:3][CH2:4][CH2:5]2.CCCCCC.[Br:16][C:17]1[CH:22]=CC(C=CCC)=CC=1.[OH-:27].[Na+].OO. Product: [Br:16][C:17]1[CH:22]=[CH:3][CH:4]=[CH:5][C:6]=1[CH2:7][CH2:8][CH2:9][CH2:2][OH:27]. The catalyst class is: 90. (7) Reactant: Cl[C:2]1[C:3]([NH2:8])=[N:4][CH:5]=[CH:6][N:7]=1.[N:9]1[CH:14]=[CH:13][CH:12]=[C:11]([CH2:15][OH:16])[CH:10]=1.[H-].[Na+]. Product: [N:9]1[CH:14]=[CH:13][CH:12]=[C:11]([CH2:15][O:16][C:2]2[C:3]([NH2:8])=[N:4][CH:5]=[CH:6][N:7]=2)[CH:10]=1. The catalyst class is: 60. (8) Reactant: [CH2:1]([O:3][P:4](=[S:9])([SH:8])[O:5][CH2:6][CH3:7])[CH3:2].Br[CH2:11][CH:12]=[CH:13][CH2:14]Br. Product: [CH2:1]([O:3][P:4](=[S:8])([O:5][CH2:6][CH3:7])[S:9][CH2:11][CH:12]=[CH:13][CH2:14][S:9][P:4]([O:5][CH2:6][CH3:7])([O:3][CH2:1][CH3:2])=[S:8])[CH3:2]. The catalyst class is: 40. (9) Reactant: [CH3:1][C:2]1[CH:3]=[CH:4][C:5]([O:15][CH2:16][C:17]2[CH:22]=[CH:21][C:20]([F:23])=[CH:19][CH:18]=2)=[C:6]([C:8](=O)[CH2:9][CH2:10][C:11](=O)[CH3:12])[CH:7]=1.[NH2:24][C:25]1[CH:26]=[CH:27][C:28]([CH3:34])=[C:29]([CH:33]=1)[C:30]([OH:32])=[O:31].CC1C=CC(S(O)(=O)=O)=CC=1. Product: [CH3:1][C:2]1[CH:3]=[CH:4][C:5]([O:15][CH2:16][C:17]2[CH:22]=[CH:21][C:20]([F:23])=[CH:19][CH:18]=2)=[C:6]([C:8]2[N:24]([C:25]3[CH:33]=[C:29]([C:28]([CH3:34])=[CH:27][CH:26]=3)[C:30]([OH:32])=[O:31])[C:11]([CH3:12])=[CH:10][CH:9]=2)[CH:7]=1. The catalyst class is: 296. (10) Product: [CH3:3][O:4][C@H:5]([CH2:9][C:10]1[C:15]2[S:16][CH:17]=[CH:18][C:14]=2[C:13]([O:19][CH2:20][CH2:21][C:22]2[N:23]=[C:24]([C:28]3[CH:33]=[CH:32][CH:31]=[CH:30][CH:29]=3)[O:25][C:26]=2[CH3:27])=[CH:12][CH:11]=1)[C:6]([OH:8])=[O:7]. The catalyst class is: 98. Reactant: O=O.[CH3:3][O:4]/[C:5](=[CH:9]\[C:10]1[C:15]2[S:16][CH:17]=[CH:18][C:14]=2[C:13]([O:19][CH2:20][CH2:21][C:22]2[N:23]=[C:24]([C:28]3[CH:33]=[CH:32][CH:31]=[CH:30][CH:29]=3)[O:25][C:26]=2[CH3:27])=[CH:12][CH:11]=1)/[C:6]([OH:8])=[O:7].C1([C@@H](N)C)C=CC=CC=1.[H][H].